This data is from Catalyst prediction with 721,799 reactions and 888 catalyst types from USPTO. The task is: Predict which catalyst facilitates the given reaction. (1) Reactant: [CH2:1]([S:3]([CH2:6][C:7]1[CH:8]=[C:9]([NH:13][C:14](=[O:16])[CH3:15])[CH:10]=[CH:11][CH:12]=1)(=[O:5])=[O:4])[CH3:2].[OH:17][S:18]([Cl:21])(=O)=[O:19]. Product: [C:14]([NH:13][C:9]1[CH:10]=[CH:11][C:12]([S:18]([Cl:21])(=[O:19])=[O:17])=[C:7]([CH2:6][S:3]([CH2:1][CH3:2])(=[O:4])=[O:5])[CH:8]=1)(=[O:16])[CH3:15]. The catalyst class is: 2. (2) Reactant: [Cl:1][C:2]1[S:6][C:5]([S:7]([N:10]([CH2:17][CH3:18])[C:11]2([C:14]([OH:16])=O)[CH2:13][CH2:12]2)(=[O:9])=[O:8])=[CH:4][CH:3]=1.CCOC(OC(OCC)=O)=O.[F:30][C:31]([F:47])([F:46])[C:32]1[CH:37]=[CH:36][C:35]([C:38]2[CH:43]=[C:42]([CH2:44][NH2:45])[CH:41]=[CH:40][N:39]=2)=[CH:34][CH:33]=1. Product: [Cl:1][C:2]1[S:6][C:5]([S:7]([N:10]([CH2:17][CH3:18])[C:11]2([C:14]([NH:45][CH2:44][C:42]3[CH:41]=[CH:40][N:39]=[C:38]([C:35]4[CH:36]=[CH:37][C:32]([C:31]([F:47])([F:30])[F:46])=[CH:33][CH:34]=4)[CH:43]=3)=[O:16])[CH2:12][CH2:13]2)(=[O:8])=[O:9])=[CH:4][CH:3]=1. The catalyst class is: 1.